This data is from Forward reaction prediction with 1.9M reactions from USPTO patents (1976-2016). The task is: Predict the product of the given reaction. (1) Given the reactants C1(P(C2CCCCC2)C2C=CC=CC=2C2C(C(C)C)=CC(C(C)C)=CC=2C(C)C)CCCCC1.[CH3:35][CH:36]1[N:41]([C:42]2[N:47]=[C:46]([NH2:48])[CH:45]=[CH:44][CH:43]=2)[CH2:40][CH2:39][O:38][CH2:37]1.Cl[C:50]1[C:59]2[C:54](=[CH:55][C:56]([F:61])=[CH:57][C:58]=2[F:60])[N:53]=[C:52]([C:62]2[CH:67]=[C:66]([CH3:68])[CH:65]=[CH:64][N:63]=2)[C:51]=1[CH3:69].CC(C)([O-])C.[Na+], predict the reaction product. The product is: [F:60][C:58]1[CH:57]=[C:56]([F:61])[CH:55]=[C:54]2[C:59]=1[C:50]([NH:48][C:46]1[CH:45]=[CH:44][CH:43]=[C:42]([N:41]3[CH2:40][CH2:39][O:38][CH2:37][CH:36]3[CH3:35])[N:47]=1)=[C:51]([CH3:69])[C:52]([C:62]1[CH:67]=[C:66]([CH3:68])[CH:65]=[CH:64][N:63]=1)=[N:53]2. (2) Given the reactants [Cl:1][C:2]1[CH:3]=[C:4]([N:8]2[C:12]([CH2:13][CH2:14][CH:15]=O)=[CH:11][C:10]([CH2:17][CH2:18][CH3:19])=[N:9]2)[CH:5]=[CH:6][CH:7]=1.[F:20][C:21]1[CH:26]=[CH:25][CH:24]=[CH:23][C:22]=1[N:27]1[CH2:32][CH2:31][NH:30][CH2:29][CH2:28]1.[BH3-]C#N.[Na+], predict the reaction product. The product is: [F:20][C:21]1[CH:26]=[CH:25][CH:24]=[CH:23][C:22]=1[N:27]1[CH2:32][CH2:31][N:30]([CH2:15][CH2:14][CH2:13][C:12]2[N:8]([C:4]3[CH:5]=[CH:6][CH:7]=[C:2]([Cl:1])[CH:3]=3)[N:9]=[C:10]([CH2:17][CH2:18][CH3:19])[CH:11]=2)[CH2:29][CH2:28]1. (3) Given the reactants [N:1]1([C:7]([N:9]2[CH2:14][CH:13]([C:15]3[CH:20]=[CH:19][C:18]([C:21]([F:24])([F:23])[F:22])=[CH:17][CH:16]=3)[CH2:12][CH:11]([C:25](O)=[O:26])[CH2:10]2)=[O:8])[CH2:6][CH2:5][O:4][CH2:3][CH2:2]1.O[NH:29][C:30](=[NH:33])[CH2:31][CH3:32], predict the reaction product. The product is: [CH2:31]([C:30]1[N:33]=[C:25]([CH:11]2[CH2:12][CH:13]([C:15]3[CH:20]=[CH:19][C:18]([C:21]([F:22])([F:24])[F:23])=[CH:17][CH:16]=3)[CH2:14][N:9]([C:7]([N:1]3[CH2:6][CH2:5][O:4][CH2:3][CH2:2]3)=[O:8])[CH2:10]2)[O:26][N:29]=1)[CH3:32]. (4) Given the reactants Br[C:2]1[C:11]2[C:6](=[CH:7][CH:8]=[CH:9][CH:10]=2)[C:5]([CH3:12])=[C:4]([N:13]([CH2:28][C:29]2[CH:34]=[CH:33][C:32]([O:35][C:36]([F:39])([F:38])[F:37])=[CH:31][CH:30]=2)[S:14]([C:17]2[CH:27]=[CH:26][C:20]([C:21]([O:23][CH2:24][CH3:25])=[O:22])=[CH:19][CH:18]=2)(=[O:16])=[O:15])[N:3]=1.C([Sn](CCCC)(CCCC)[C:45]([O:47][CH2:48][CH3:49])=[CH2:46])CCC, predict the reaction product. The product is: [CH2:48]([O:47][C:45]([C:2]1[C:11]2[C:6](=[CH:7][CH:8]=[CH:9][CH:10]=2)[C:5]([CH3:12])=[C:4]([N:13]([CH2:28][C:29]2[CH:34]=[CH:33][C:32]([O:35][C:36]([F:39])([F:38])[F:37])=[CH:31][CH:30]=2)[S:14]([C:17]2[CH:27]=[CH:26][C:20]([C:21]([O:23][CH2:24][CH3:25])=[O:22])=[CH:19][CH:18]=2)(=[O:16])=[O:15])[N:3]=1)=[CH2:46])[CH3:49]. (5) Given the reactants [CH2:1]([C@@:4]1([CH3:30])[CH2:9][C@H:8]([C:10]2[CH:15]=[CH:14][CH:13]=[C:12]([Cl:16])[CH:11]=2)[C@@H:7]([C:17]2[CH:22]=[CH:21][C:20]([Cl:23])=[CH:19][CH:18]=2)[N:6]([C@@H:24]([CH2:27][CH3:28])[CH2:25]O)[C:5]1=[O:29])[CH:2]=[CH2:3].C1(S)C=CC=CC=1.[CH3:38][Si:39]([CH2:42][SH:43])([CH3:41])[CH3:40], predict the reaction product. The product is: [CH2:1]([C@@:4]1([CH3:30])[CH2:9][C@H:8]([C:10]2[CH:15]=[CH:14][CH:13]=[C:12]([Cl:16])[CH:11]=2)[C@@H:7]([C:17]2[CH:22]=[CH:21][C:20]([Cl:23])=[CH:19][CH:18]=2)[N:6]([C@@H:24]([CH2:27][CH3:28])[CH2:25][S:43][CH2:42][Si:39]([CH3:41])([CH3:40])[CH3:38])[C:5]1=[O:29])[CH:2]=[CH2:3].